From a dataset of Full USPTO retrosynthesis dataset with 1.9M reactions from patents (1976-2016). Predict the reactants needed to synthesize the given product. (1) Given the product [SH:27][CH2:28][C:23]([CH2:5][SH:6])([SH:24])[CH2:22][S:21][CH2:20][CH2:19][S:18][CH2:17][CH2:12][S:13][CH2:14][CH2:15][SH:16], predict the reactants needed to synthesize it. The reactants are: [S-2].[Na+].[Na+].N[C:5](N)=[S:6].Cl.N.SC[CH:12]([CH2:17][S:18][CH2:19][CH:20](CS)[S:21][CH2:22][CH2:23][SH:24])[S:13][CH2:14][CH2:15][SH:16].[SH:27][CH2:28]C(CSC(CS)CSCCS)SCCS.SCC(SC(CS)CSCCS)CSCCS. (2) Given the product [C:37]([C:36]1[CH:39]=[CH:40][C:33]([N:25]2[C@@H:26]([CH:28]3[CH2:32][CH2:31][CH2:30][CH2:29]3)[CH2:27][C:23]([C:7]3[CH:6]=[CH:5][C:4]([CH2:18][C:19]([OH:21])=[O:20])=[C:3]([O:2][CH3:1])[CH:8]=3)=[N:24]2)=[N:34][C:35]=1[CH3:41])#[N:38], predict the reactants needed to synthesize it. The reactants are: [CH3:1][O:2][C:3]1[CH:8]=[C:7](B2OC(C)(C)C(C)(C)O2)[CH:6]=[CH:5][C:4]=1[CH2:18][C:19]([OH:21])=[O:20].Cl[C:23]1[CH2:27][C@H:26]([CH:28]2[CH2:32][CH2:31][CH2:30][CH2:29]2)[N:25]([C:33]2[CH:40]=[CH:39][C:36]([C:37]#[N:38])=[C:35]([CH3:41])[N:34]=2)[N:24]=1.C(=O)([O-])[O-].[Na+].[Na+].Cl.[OH-].[Na+]. (3) The reactants are: Cl[C:2]1[N:7]=[CH:6][C:5]([O:8][CH:9]2[CH2:14][CH2:13][N:12]([C:15]([O:17][C:18]([CH3:21])([CH3:20])[CH3:19])=[O:16])[CH2:11][CH2:10]2)=[CH:4][CH:3]=1.[NH:22]1[C:30]2[C:25](=[CH:26][C:27]([NH:31][C:32](=[O:36])[CH:33]([CH3:35])[CH3:34])=[CH:28][CH:29]=2)[CH2:24][CH2:23]1. Given the product [C:18]([O:17][C:15]([N:12]1[CH2:13][CH2:14][CH:9]([O:8][C:5]2[CH:6]=[N:7][C:2]([N:22]3[C:30]4[C:25](=[CH:26][C:27]([NH:31][C:32](=[O:36])[CH:33]([CH3:34])[CH3:35])=[CH:28][CH:29]=4)[CH2:24][CH2:23]3)=[CH:3][CH:4]=2)[CH2:10][CH2:11]1)=[O:16])([CH3:21])([CH3:20])[CH3:19], predict the reactants needed to synthesize it. (4) Given the product [Cl:11][C:12]1[CH:13]=[CH:14][C:15]([C:16]([C:18]2[C:22]([CH3:23])=[C:21]([CH3:24])[S:20][C:19]=2[C:25]2[C:26]([CH3:38])=[N:27][O:28][C:29]=2[C@H:30]([NH:31][S@@:32]([C:34]([CH3:35])([CH3:36])[CH3:37])=[O:33])[CH2:8][C:7]([O:6][C:2]([CH3:5])([CH3:4])[CH3:3])=[O:10])=[O:17])=[CH:39][CH:40]=1, predict the reactants needed to synthesize it. The reactants are: [Cl-].[C:2]([O:6][C:7](=[O:10])[CH2:8][Zn+])([CH3:5])([CH3:4])[CH3:3].[Cl:11][C:12]1[CH:40]=[CH:39][C:15]([C:16]([C:18]2[C:22]([CH3:23])=[C:21]([CH3:24])[S:20][C:19]=2[C:25]2[C:26]([CH3:38])=[N:27][O:28][C:29]=2/[CH:30]=[N:31]/[S@@:32]([C:34]([CH3:37])([CH3:36])[CH3:35])=[O:33])=[O:17])=[CH:14][CH:13]=1.[NH4+].[Cl-].CCOC(C)=O.